The task is: Predict the product of the given reaction.. This data is from Forward reaction prediction with 1.9M reactions from USPTO patents (1976-2016). (1) Given the reactants [F:1][C:2]1[N:7]=[CH:6][C:5]([CH2:8][OH:9])=[CH:4][CH:3]=1.N1C=CN=C1.[Si:15](Cl)([C:18]([CH3:21])([CH3:20])[CH3:19])([CH3:17])[CH3:16], predict the reaction product. The product is: [Si:15]([O:9][CH2:8][C:5]1[CH:4]=[CH:3][C:2]([F:1])=[N:7][CH:6]=1)([C:18]([CH3:21])([CH3:20])[CH3:19])([CH3:17])[CH3:16]. (2) Given the reactants C(OC([N:8]1[CH2:13][CH2:12][CH2:11][CH2:10][CH:9]1[CH2:14][C:15](O)=O)=O)(C)(C)C.[F:18][C:19]1[CH:20]=[C:21]([NH2:27])[C:22]([NH2:26])=[CH:23][C:24]=1[F:25].C(=O)([O-])[O-].[K+].[K+], predict the reaction product. The product is: [F:18][C:19]1[C:24]([F:25])=[CH:23][C:22]2[NH:26][C:15]([CH2:14][CH:9]3[CH2:10][CH2:11][CH2:12][CH2:13][NH:8]3)=[N:27][C:21]=2[CH:20]=1. (3) The product is: [CH2:1]([O:8][CH2:9][CH:10]1[O:11][C:14]([NH2:15])=[N:13][CH2:12]1)[C:2]1[CH:3]=[CH:4][CH:5]=[CH:6][CH:7]=1. Given the reactants [CH2:1]([O:8][CH2:9][CH:10]1[CH2:12][O:11]1)[C:2]1[CH:7]=[CH:6][CH:5]=[CH:4][CH:3]=1.[N:13]#[C:14][NH2:15].[Na], predict the reaction product. (4) Given the reactants [CH2:1]([C:4]1([OH:9])[CH2:7][CH:6]([CH3:8])[CH2:5]1)[CH:2]=[CH2:3].CCN(C(C)C)C(C)C.O([Si:27]([C:30]([CH3:33])([CH3:32])[CH3:31])([CH3:29])[CH3:28])S(C(F)(F)F)(=O)=O.O, predict the reaction product. The product is: [CH2:1]([C:4]1([O:9][Si:27]([C:30]([CH3:33])([CH3:32])[CH3:31])([CH3:29])[CH3:28])[CH2:7][CH:6]([CH3:8])[CH2:5]1)[CH:2]=[CH2:3]. (5) Given the reactants C(O)(=O)C.[F:5][C:6]1[CH:7]=[C:8]([CH:11]=[CH:12][C:13]=1[O:14][CH2:15][C:16]1[CH:21]=[CH:20][CH:19]=[CH:18][N:17]=1)[CH:9]=O.[N+:22]([CH3:25])([O-:24])=[O:23].C([O-])(=O)C.[NH4+], predict the reaction product. The product is: [F:5][C:6]1[CH:7]=[C:8](/[CH:9]=[CH:25]/[N+:22]([O-:24])=[O:23])[CH:11]=[CH:12][C:13]=1[O:14][CH2:15][C:16]1[CH:21]=[CH:20][CH:19]=[CH:18][N:17]=1. (6) Given the reactants [CH:1]([CH:14]1[C:19](=[O:20])[CH2:18][CH2:17][N:16]([CH2:21][C:22]2[CH:27]=[C:26]([N+:28]([O-:30])=[O:29])[CH:25]=[CH:24][C:23]=2[OH:31])[CH2:15]1)([C:8]1[CH:13]=[CH:12][CH:11]=[CH:10][CH:9]=1)[C:2]1[CH:7]=[CH:6][CH:5]=[CH:4][CH:3]=1.C(=O)([O-])[O-].[K+].[K+].I[CH2:39][CH3:40].C(OCC)(=O)C, predict the reaction product. The product is: [CH:1]([CH:14]1[C:19](=[O:20])[CH2:18][CH2:17][N:16]([CH2:21][C:22]2[CH:27]=[C:26]([N+:28]([O-:30])=[O:29])[CH:25]=[CH:24][C:23]=2[O:31][CH2:39][CH3:40])[CH2:15]1)([C:8]1[CH:13]=[CH:12][CH:11]=[CH:10][CH:9]=1)[C:2]1[CH:3]=[CH:4][CH:5]=[CH:6][CH:7]=1. (7) Given the reactants [C:1]([O:5][C@@H:6]([C:12]1[C:13]([CH3:44])=[N:14][C:15]2[N:16]([N:27]=[C:28]([C:30](=O)[NH:31][CH2:32][C:33](=O)[CH2:34][C:35]3[CH:40]=[CH:39][C:38]([F:41])=[CH:37][CH:36]=3)[CH:29]=2)[C:17]=1[N:18]1[CH2:23][CH2:22][C:21]([O:25][CH3:26])([CH3:24])[CH2:20][CH2:19]1)[C:7]([O:9]CC)=[O:8])([CH3:4])([CH3:3])[CH3:2].COC1C=CC(P2(SP(C3C=CC(OC)=CC=3)(=S)S2)=[S:54])=CC=1, predict the reaction product. The product is: [C:1]([O:5][C@@H:6]([C:12]1[C:13]([CH3:44])=[N:14][C:15]2[N:16]([N:27]=[C:28]([C:30]3[S:54][C:33]([CH2:34][C:35]4[CH:40]=[CH:39][C:38]([F:41])=[CH:37][CH:36]=4)=[CH:32][N:31]=3)[CH:29]=2)[C:17]=1[N:18]1[CH2:23][CH2:22][C:21]([O:25][CH3:26])([CH3:24])[CH2:20][CH2:19]1)[C:7]([OH:9])=[O:8])([CH3:4])([CH3:3])[CH3:2].